From a dataset of Peptide-MHC class I binding affinity with 185,985 pairs from IEDB/IMGT. Regression. Given a peptide amino acid sequence and an MHC pseudo amino acid sequence, predict their binding affinity value. This is MHC class I binding data. (1) The peptide sequence is EHFYWGSVF. The MHC is HLA-A03:01 with pseudo-sequence HLA-A03:01. The binding affinity (normalized) is 0.0847. (2) The peptide sequence is NLPFQNIHPV. The MHC is Mamu-A01 with pseudo-sequence Mamu-A01. The binding affinity (normalized) is 0.225.